This data is from NCI-60 drug combinations with 297,098 pairs across 59 cell lines. The task is: Regression. Given two drug SMILES strings and cell line genomic features, predict the synergy score measuring deviation from expected non-interaction effect. Drug 1: CCC1(C2=C(COC1=O)C(=O)N3CC4=CC5=C(C=CC(=C5CN(C)C)O)N=C4C3=C2)O.Cl. Drug 2: N.N.Cl[Pt+2]Cl. Cell line: HL-60(TB). Synergy scores: CSS=89.3, Synergy_ZIP=2.81, Synergy_Bliss=2.98, Synergy_Loewe=4.29, Synergy_HSA=5.43.